Binary Classification. Given a drug SMILES string, predict its activity (active/inactive) in a high-throughput screening assay against a specified biological target. From a dataset of In vitro SARS-CoV-2 activity screen of 1,480 approved drugs from Prestwick library. The compound is Clc1ccc(CSC(Cn2ccnc2)c2ccc(Cl)cc2Cl)cc1.O=[N+]([O-])O. The result is 0 (inactive).